This data is from Full USPTO retrosynthesis dataset with 1.9M reactions from patents (1976-2016). The task is: Predict the reactants needed to synthesize the given product. (1) Given the product [CH:8]1([C:11]2[C:16](=[O:17])[NH:15][C:14]([CH:19]([C:27]3[CH:32]=[CH:31][C:30]([O:33][CH2:34][CH3:35])=[C:29]([F:36])[CH:28]=3)[CH2:20][C@H:21]3[CH2:22][CH2:23][C:24](=[O:26])[NH:25]3)=[CH:13][CH:12]=2)[CH2:10][CH2:9]1, predict the reactants needed to synthesize it. The reactants are: Cl[Si](C)(C)C.[I-].[K+].[CH:8]1([C:11]2[CH:12]=[CH:13][C:14]([CH:19]([C:27]3[CH:32]=[CH:31][C:30]([O:33][CH2:34][CH3:35])=[C:29]([F:36])[CH:28]=3)[CH2:20][C@@H:21]3[NH:25][C:24](=[O:26])[CH2:23][CH2:22]3)=[N:15][C:16]=2[O:17]C)[CH2:10][CH2:9]1.O. (2) Given the product [ClH:1].[Cl:1][C:2]1[CH:3]=[C:4]([C:9]23[CH2:14][CH:13]2[CH:12]([NH2:21])[CH2:11][CH2:10]3)[CH:5]=[CH:6][C:7]=1[Cl:8], predict the reactants needed to synthesize it. The reactants are: [Cl:1][C:2]1[CH:3]=[C:4]([C:9]23[CH2:14][CH:13]2[C:12](=O)[CH2:11][CH2:10]3)[CH:5]=[CH:6][C:7]=1[Cl:8].CC([O-])=O.[Na+].[NH2:21]O.Cl.[BH4-].[Na+]. (3) Given the product [OH:5][C:6]1[CH:15]=[C:14]2[C:9]([N:10]=[C:11]([C:24]3[CH:29]=[CH:28][C:27]([OH:30])=[CH:26][CH:25]=3)[C:12]([C:16]3[CH:21]=[CH:20][C:19]([OH:22])=[CH:18][CH:17]=3)=[N:13]2)=[CH:8][C:7]=1[C:32]([OH:34])=[O:33], predict the reactants needed to synthesize it. The reactants are: B(Br)(Br)Br.[OH:5][C:6]1[CH:15]=[C:14]2[C:9]([N:10]=[C:11]([C:24]3[CH:29]=[CH:28][C:27]([O:30]C)=[CH:26][CH:25]=3)[C:12]([C:16]3[CH:21]=[CH:20][C:19]([O:22]C)=[CH:18][CH:17]=3)=[N:13]2)=[CH:8][C:7]=1[C:32]([OH:34])=[O:33]. (4) Given the product [CH3:1][O:2][C:3]1[CH:4]=[C:5]([O:21][C:22]2[CH:23]=[N:24][C:25]([S:28]([CH3:31])(=[O:29])=[O:30])=[CH:26][CH:27]=2)[CH:6]=[C:7]2[C:11]=1[NH:10][C:9]([C:12]1[S:13][CH:14]([CH2:17][C:18]([NH:35][CH3:33])=[O:20])[CH2:15][N:16]=1)=[CH:8]2, predict the reactants needed to synthesize it. The reactants are: [CH3:1][O:2][C:3]1[CH:4]=[C:5]([O:21][C:22]2[CH:23]=[N:24][C:25]([S:28]([CH3:31])(=[O:30])=[O:29])=[CH:26][CH:27]=2)[CH:6]=[C:7]2[C:11]=1[NH:10][C:9]([C:12]1[S:13][CH:14]([CH2:17][C:18]([OH:20])=O)[CH2:15][N:16]=1)=[CH:8]2.Cl.[CH2:33]([N:35]=C=NCCCN(C)C)C.ON1C2C=CC=CC=2N=N1.Cl.CN. (5) Given the product [F:7][C:8]([F:23])([F:24])[C:9]1[CH:10]=[C:11]([C:12]2[C:13]([C:35]#[N:36])=[CH:14][NH:15][CH:1]=2)[CH:16]=[C:17]([C:19]([F:21])([F:22])[F:20])[CH:18]=1, predict the reactants needed to synthesize it. The reactants are: [CH3:1]C([O-])(C)C.[K+].[F:7][C:8]([F:24])([F:23])[C:9]1[CH:10]=[C:11]([CH:16]=[C:17]([C:19]([F:22])([F:21])[F:20])[CH:18]=1)[CH:12]=[CH:13][C:14]#[N:15].CC1C=CC(S([CH2:35][N+:36]#[C-])(=O)=O)=CC=1. (6) Given the product [C:31]([C:35]1[CH:36]=[CH:37][C:38]([C:39]([NH:2][C:3]2[CH:4]=[CH:5][C:6]([CH2:9][CH2:10][O:11][C:12]3[CH:17]=[CH:16][C:15]([CH2:18][C@H:19]([O:23][CH2:24][CH3:25])[C:20]([OH:22])=[O:21])=[CH:14][CH:13]=3)=[CH:7][CH:8]=2)=[O:40])=[CH:42][CH:43]=1)([CH3:34])([CH3:32])[CH3:33], predict the reactants needed to synthesize it. The reactants are: Cl.[NH2:2][C:3]1[CH:8]=[CH:7][C:6]([CH2:9][CH2:10][O:11][C:12]2[CH:17]=[CH:16][C:15]([CH2:18][C@H:19]([O:23][CH2:24][CH3:25])[C:20]([OH:22])=[O:21])=[CH:14][CH:13]=2)=[CH:5][CH:4]=1.C(=O)([O-])O.[Na+].[C:31]([C:35]1[CH:43]=[CH:42][C:38]([C:39](Cl)=[O:40])=[CH:37][CH:36]=1)([CH3:34])([CH3:33])[CH3:32].ClCCl. (7) Given the product [Cl:25][C:20]1[CH:21]=[CH:22][CH:23]=[CH:24][C:19]=1[C:18]1[N:14]2[CH:15]=[C:10]([F:9])[CH:11]=[CH:12][C:13]2=[N:16][N:17]=1, predict the reactants needed to synthesize it. The reactants are: ClC(Cl)(Cl)C(Cl)(Cl)Cl.[F:9][C:10]1[CH:11]=[CH:12][C:13]([NH:16][NH:17][C:18](=O)[C:19]2[CH:24]=[CH:23][CH:22]=[CH:21][C:20]=2[Cl:25])=[N:14][CH:15]=1.C1(P(C2C=CC=CC=2)C2C=CC=CC=2)C=CC=CC=1.C(N(CC)CC)C.